Task: Predict the product of the given reaction.. Dataset: Forward reaction prediction with 1.9M reactions from USPTO patents (1976-2016) (1) Given the reactants C([Sn](CCCC)(CCCC)[C:6]1[S:7][CH:8]=[CH:9][CH:10]=1)CCC.[C@@H:19]1([N:27]2[CH:31]=[C:30](I)[CH:29]=[C:28]2[N+:33]([O-:35])=[O:34])[O:24][C@H:23]([CH2:25][OH:26])[C@@H:21]([OH:22])[CH2:20]1, predict the reaction product. The product is: [C@@H:19]1([N:27]2[CH:31]=[C:30]([C:6]3[S:7][CH:8]=[CH:9][CH:10]=3)[CH:29]=[C:28]2[N+:33]([O-:35])=[O:34])[O:24][C@H:23]([CH2:25][OH:26])[C@@H:21]([OH:22])[CH2:20]1. (2) Given the reactants [NH2:1][C@H:2]([C:5]1[CH:10]=[C:9]([F:11])[CH:8]=[C:7]([F:12])[CH:6]=1)[CH2:3][OH:4].C(N(CC)CC)C.[Cl:20][CH2:21][C:22](Cl)=[O:23], predict the reaction product. The product is: [Cl:20][CH2:21][C:22]([NH:1][C@H:2]([C:5]1[CH:6]=[C:7]([F:12])[CH:8]=[C:9]([F:11])[CH:10]=1)[CH2:3][OH:4])=[O:23]. (3) Given the reactants C(N([P:8]([N:12]([CH:16]([CH3:18])[CH3:17])[CH:13]([CH3:15])[CH3:14])(Cl)([O-:10])[O-:9])C(C)C)(C)C.[C:19]([NH:24][C:25]1[NH:26][C:27](=[O:65])[C:28]2[N:29]=[CH:30][N:31]([C:63]=2[N:64]=1)[C@@H:32]1[O:62][C@H:36]([CH2:37][O:38][C:39]([C:56]2[CH:61]=[CH:60][CH:59]=[CH:58][CH:57]=2)([C:48]2[CH:53]=[CH:52][C:51]([O:54][CH3:55])=[CH:50][CH:49]=2)[C:40]2[CH:45]=[CH:44][C:43]([O:46][CH3:47])=[CH:42][CH:41]=2)[C@@H:34]([OH:35])[CH2:33]1)(=[O:23])[CH:20]([CH3:22])[CH3:21].C(N(C(C)C)C(C)C)C.[C:75]([O:78][C@@H:79]1[C@@H:91]([O:92][C:93](=[O:95])[CH3:94])[C@H:90]([O:96][C:97](=[O:99])[CH3:98])[C@@H:89]([CH2:100][O:101][C:102](=[O:104])[CH3:103])[O:88][C@H:80]1[O:81][CH2:82][CH2:83][O:84][CH2:85][CH2:86]O)(=[O:77])[CH3:76].N1C=NN=N1, predict the reaction product. The product is: [C:19]([NH:24][C:25]1[NH:26][C:27](=[O:65])[C:28]2[N:29]=[CH:30][N:31]([C:63]=2[N:64]=1)[C@@H:32]1[O:62][C@H:36]([CH2:37][O:38][C:39]([C:56]2[CH:61]=[CH:60][CH:59]=[CH:58][CH:57]=2)([C:48]2[CH:53]=[CH:52][C:51]([O:54][CH3:55])=[CH:50][CH:49]=2)[C:40]2[CH:41]=[CH:42][C:43]([O:46][CH3:47])=[CH:44][CH:45]=2)[C@@H:34]([O:35][P:8]([N:12]([CH:13]([CH3:14])[CH3:15])[CH:16]([CH3:17])[CH3:18])([O:9][CH2:86][CH2:85][O:84][CH2:83][CH2:82][O:81][C@@H:80]2[O:88][C@H:89]([CH2:100][O:101][C:102](=[O:104])[CH3:103])[C@@H:90]([O:96][C:97](=[O:99])[CH3:98])[C@H:91]([O:92][C:93](=[O:95])[CH3:94])[C@H:79]2[O:78][C:75](=[O:77])[CH3:76])=[O:10])[CH2:33]1)(=[O:23])[CH:20]([CH3:22])[CH3:21]. (4) Given the reactants [CH3:1][O:2][C:3]1[CH:4]=[CH:5][C:6]([C:9](=O)[CH2:10][C:11](=O)[C:12]([O:14][CH2:15][CH3:16])=[O:13])=[N:7][CH:8]=1.[NH:19]([C:21]1[CH:22]=[CH:23][C:24]([CH3:27])=[N:25][CH:26]=1)[NH2:20].C(O)(=O)C.C(=O)(O)[O-].[Na+], predict the reaction product. The product is: [CH3:1][O:2][C:3]1[CH:4]=[CH:5][C:6]([C:9]2[N:19]([C:21]3[CH:26]=[N:25][C:24]([CH3:27])=[CH:23][CH:22]=3)[N:20]=[C:11]([C:12]([O:14][CH2:15][CH3:16])=[O:13])[CH:10]=2)=[N:7][CH:8]=1.